Task: Predict the reactants needed to synthesize the given product.. Dataset: Full USPTO retrosynthesis dataset with 1.9M reactions from patents (1976-2016) (1) Given the product [CH:12]([O:15][C:16]1[CH:21]=[CH:20][C:19]([S:22]([NH2:25])(=[O:24])=[O:23])=[CH:18][C:17]=1[NH:26][C:27]([NH:11][C:6]1[CH:7]=[CH:8][CH:9]=[C:10]2[C:5]=1[CH:4]=[CH:3][N:2]=[CH:1]2)=[S:28])([CH3:14])[CH3:13], predict the reactants needed to synthesize it. The reactants are: [CH:1]1[C:10]2[C:5](=[C:6]([NH2:11])[CH:7]=[CH:8][CH:9]=2)[CH:4]=[CH:3][N:2]=1.[CH:12]([O:15][C:16]1[CH:21]=[CH:20][C:19]([S:22]([NH2:25])(=[O:24])=[O:23])=[CH:18][C:17]=1[N:26]=[C:27]=[S:28])([CH3:14])[CH3:13].CS(C1C=CC(OC)=C(NC(NC2C=CC=C3C=2C=NN3C)=S)C=1)(=O)=O. (2) The reactants are: [CH3:1][NH:2][C:3]([C:5]1[CH:6]=[C:7]([CH:15]=[C:16]([C:18]2[CH:23]=[CH:22][C:21]([CH3:24])=[CH:20][N:19]=2)[CH:17]=1)[C:8]([O:10][C:11]([CH3:14])([CH3:13])[CH3:12])=[O:9])=S.[CH:25]1([C:28]([NH:30][NH2:31])=O)[CH2:27][CH2:26]1. Given the product [CH:25]1([C:28]2[N:2]([CH3:1])[C:3]([C:5]3[CH:6]=[C:7]([CH:15]=[C:16]([C:18]4[CH:23]=[CH:22][C:21]([CH3:24])=[CH:20][N:19]=4)[CH:17]=3)[C:8]([O:10][C:11]([CH3:14])([CH3:13])[CH3:12])=[O:9])=[N:31][N:30]=2)[CH2:27][CH2:26]1, predict the reactants needed to synthesize it.